Dataset: Forward reaction prediction with 1.9M reactions from USPTO patents (1976-2016). Task: Predict the product of the given reaction. (1) Given the reactants [N:1]([C:4]1[CH:5]=[CH:6][C:7]([CH3:28])=[C:8]([C:10]([C:12]2[CH:17]=[CH:16][C:15]([NH:18][C:19]3[CH:24]=[CH:23][CH:22]=[C:21]([O:25][CH3:26])[CH:20]=3)=[CH:14][C:13]=2[Cl:27])=[O:11])[CH:9]=1)=[N+:2]=[N-:3].[CH2:29]([OH:33])[CH2:30][C:31]#[CH:32], predict the reaction product. The product is: [Cl:27][C:13]1[CH:14]=[C:15]([NH:18][C:19]2[CH:24]=[CH:23][CH:22]=[C:21]([O:25][CH3:26])[CH:20]=2)[CH:16]=[CH:17][C:12]=1[C:10]([C:8]1[CH:9]=[C:4]([N:1]2[CH:32]=[C:31]([CH2:30][CH2:29][OH:33])[N:3]=[N:2]2)[CH:5]=[CH:6][C:7]=1[CH3:28])=[O:11]. (2) Given the reactants [F:1][C:2]1[CH:3]=[C:4]2[C:9](=[C:10]([O:13][CH3:14])[C:11]=1[F:12])[NH:8][CH:7]=[C:6]([C:15]([O:17][CH2:18][CH3:19])=[O:16])[C:5]2=[O:20].[C:21]([O-])([O-])=O.[K+].[K+], predict the reaction product. The product is: [CH3:21][N:8]1[C:9]2[C:4](=[CH:3][C:2]([F:1])=[C:11]([F:12])[C:10]=2[O:13][CH3:14])[C:5](=[O:20])[C:6]([C:15]([O:17][CH2:18][CH3:19])=[O:16])=[CH:7]1.